Predict the product of the given reaction. From a dataset of Forward reaction prediction with 1.9M reactions from USPTO patents (1976-2016). (1) Given the reactants [CH:1]1([C:4]2[C:9]([C:10](N3CCC(N4CCCC4)CC3)=[O:11])=[C:8]([CH3:23])[N:7]=[C:6]([C:24]3[CH:29]=[CH:28][CH:27]=[C:26]([O:30][C:31]([F:34])([F:33])[F:32])[CH:25]=3)[N:5]=2)[CH2:3][CH2:2]1.CN(C(ON1N=NC2C=CC=NC1=2)=[N+](C)C)C.F[P-](F)(F)(F)(F)F.C(N(CC)CC)C.Cl.Cl.[OH:68][CH2:69][C@H:70]1[N:74]([CH:75]2[CH2:80][CH2:79][NH:78][CH2:77][CH2:76]2)[CH2:73][C@H:72]([NH:81][C:82](=[O:84])[CH3:83])[CH2:71]1, predict the reaction product. The product is: [CH:1]1([C:4]2[C:9]([C:10]([N:78]3[CH2:77][CH2:76][CH:75]([N:74]4[C@H:70]([CH2:69][OH:68])[CH2:71][C@@H:72]([NH:81][C:82](=[O:84])[CH3:83])[CH2:73]4)[CH2:80][CH2:79]3)=[O:11])=[C:8]([CH3:23])[N:7]=[C:6]([C:24]3[CH:29]=[CH:28][CH:27]=[C:26]([O:30][C:31]([F:33])([F:34])[F:32])[CH:25]=3)[N:5]=2)[CH2:3][CH2:2]1. (2) Given the reactants [C:1](Cl)(=[O:8])[C:2]1[CH:7]=[CH:6][CH:5]=[CH:4][CH:3]=1.O.C(Cl)Cl.[CH:14]1[C:23]2[C:22]3[CH:24]=[CH:25][CH:26]=[CH:27][C:21]=3[CH:20]=[CH:19][C:18]=2[N:17]=[CH:16][CH:15]=1.[C-:28]#[N:29].[K+], predict the reaction product. The product is: [C:28]([CH:16]1[CH:15]=[CH:14][C:23]2[C:22]3[CH:24]=[CH:25][CH:26]=[CH:27][C:21]=3[CH:20]=[CH:19][C:18]=2[N:17]1[C:1](=[O:8])[C:2]1[CH:7]=[CH:6][CH:5]=[CH:4][CH:3]=1)#[N:29]. (3) Given the reactants [CH3:1]/[C:2](=[CH:6]\[CH2:7][CH3:8])/[C:3]([OH:5])=[O:4].OS(O)(=O)=O.[C:14]([O-])(O)=O.[Na+], predict the reaction product. The product is: [CH3:1]/[C:2](=[CH:6]\[CH2:7][CH3:8])/[C:3]([O:5][CH3:14])=[O:4]. (4) Given the reactants [C:1]([N:9]1[CH2:14][CH2:13][N:12]([C:15](=[O:30])[C@@H:16]([O:18][C:19]2[CH:28]=[CH:27][CH:26]=[C:25]3[C:20]=2[CH:21]=[CH:22][C:23](Cl)=[N:24]3)[CH3:17])[C@H:11]([CH3:31])[CH2:10]1)(=[O:8])[C:2]1[CH:7]=[CH:6][CH:5]=[CH:4][CH:3]=1.[CH3:32][O-:33].[Na+], predict the reaction product. The product is: [C:1]([N:9]1[CH2:14][CH2:13][N:12]([C:15](=[O:30])[C@@H:16]([O:18][C:19]2[CH:28]=[CH:27][CH:26]=[C:25]3[C:20]=2[CH:21]=[CH:22][C:23]([O:33][CH3:32])=[N:24]3)[CH3:17])[C@H:11]([CH3:31])[CH2:10]1)(=[O:8])[C:2]1[CH:7]=[CH:6][CH:5]=[CH:4][CH:3]=1. (5) Given the reactants [Cl:1][C:2]1[CH:7]=[CH:6][C:5]([CH:8]2[N:12]([C:13]3[CH:14]=[C:15]([CH3:23])[C:16]4[N:17]([C:19]([CH3:22])=[N:20][N:21]=4)[CH:18]=3)[C:11](=[O:24])[C:10](O)=[C:9]2[C:26]([CH:28]2[CH2:30][CH2:29]2)=O)=[CH:4][CH:3]=1.[NH:31]([C:33]1[N:37]([CH3:38])[N:36]=[CH:35][CH:34]=1)[NH2:32], predict the reaction product. The product is: [Cl:1][C:2]1[CH:7]=[CH:6][C:5]([CH:8]2[C:9]3[C:26]([CH:28]4[CH2:29][CH2:30]4)=[N:32][N:31]([C:33]4[N:37]([CH3:38])[N:36]=[CH:35][CH:34]=4)[C:10]=3[C:11](=[O:24])[N:12]2[C:13]2[CH:14]=[C:15]([CH3:23])[C:16]3[N:17]([C:19]([CH3:22])=[N:20][N:21]=3)[CH:18]=2)=[CH:4][CH:3]=1.